From a dataset of Forward reaction prediction with 1.9M reactions from USPTO patents (1976-2016). Predict the product of the given reaction. Given the reactants [OH:1][CH2:2][C:3]1[CH:4]=[CH:5][C:6]([O:11][C:12]2[CH:13]=[N:14][CH:15]=[CH:16][CH:17]=2)=[C:7]([CH:10]=1)[C:8]#[N:9].Cl[C:19]1[CH:29]=[C:23]2[N:24]([CH3:28])[CH2:25][CH2:26][CH2:27][N:22]2[C:21](=[O:30])[N:20]=1, predict the reaction product. The product is: [CH3:28][N:24]1[CH2:25][CH2:26][CH2:27][N:22]2[C:21](=[O:30])[N:20]=[C:19]([O:1][CH2:2][C:3]3[CH:4]=[CH:5][C:6]([O:11][C:12]4[CH:13]=[N:14][CH:15]=[CH:16][CH:17]=4)=[C:7]([CH:10]=3)[C:8]#[N:9])[CH:29]=[C:23]12.